Dataset: Retrosynthesis with 50K atom-mapped reactions and 10 reaction types from USPTO. Task: Predict the reactants needed to synthesize the given product. (1) Given the product CCOC(=O)C(=Cc1ccc(SC)cc1)C(=O)OCC, predict the reactants needed to synthesize it. The reactants are: CCOC(=O)CC(=O)OCC.CSc1ccc(C=O)cc1. (2) Given the product CNC(=S)NCCCCC(NC(=O)C(Cc1cccc2ccccc12)Cc1cccc2ccccc12)C(=O)NC(CC(C)C)C(O)C(=O)OC(C)C, predict the reactants needed to synthesize it. The reactants are: CC(C)CC(NC(=O)C(CCCCN)NC(=O)C(Cc1cccc2ccccc12)Cc1cccc2ccccc12)C(O)C(=O)OC(C)C.CN=C=S. (3) The reactants are: CC1(N2CCC(N3C(=O)N[C@@H]4CCCC[C@@H]43)CC2)CCNCC1.CCOC(=O)Cl. Given the product CCOC(=O)N1CCC(C)(N2CCC(N3C(=O)N[C@@H]4CCCC[C@@H]43)CC2)CC1, predict the reactants needed to synthesize it. (4) Given the product CN(C)C(=O)C1CCc2c(sc3ncnc(Nc4cc5cn[nH]c5cc4OCCN=[N+]=[N-])c23)C1, predict the reactants needed to synthesize it. The reactants are: CN(C)C(=O)C1CCc2c(sc3ncnc(Cl)c23)C1.[N-]=[N+]=NCCOc1cc2[nH]ncc2cc1N. (5) Given the product NCCOc1ccc([N+](=O)[O-])cc1, predict the reactants needed to synthesize it. The reactants are: [N-]=[N+]=NCCOc1ccc([N+](=O)[O-])cc1. (6) Given the product COc1cc2c(cc1OC)C(=O)C(=Cc1ccncc1)C2, predict the reactants needed to synthesize it. The reactants are: COc1cc2c(cc1OC)C(=O)CC2.O=Cc1ccncc1. (7) Given the product CC(C)OC(=O)[C@H](OCc1ccccc1)C(C)(C)COS(=O)(=O)CCCN=[N+]=[N-], predict the reactants needed to synthesize it. The reactants are: CC(C)OC(=O)[C@H](OCc1ccccc1)C(C)(C)COS(=O)(=O)CCCCl.[N-]=[N+]=[N-].